Dataset: NCI-60 drug combinations with 297,098 pairs across 59 cell lines. Task: Regression. Given two drug SMILES strings and cell line genomic features, predict the synergy score measuring deviation from expected non-interaction effect. (1) Drug 1: C1CN1C2=NC(=NC(=N2)N3CC3)N4CC4. Drug 2: C1=CC(=CC=C1CCC2=CNC3=C2C(=O)NC(=N3)N)C(=O)NC(CCC(=O)O)C(=O)O. Cell line: MDA-MB-435. Synergy scores: CSS=40.7, Synergy_ZIP=-5.93, Synergy_Bliss=-0.807, Synergy_Loewe=-0.854, Synergy_HSA=4.17. (2) Drug 1: C1=NC2=C(N1)C(=S)N=CN2. Drug 2: CCN(CC)CCCC(C)NC1=C2C=C(C=CC2=NC3=C1C=CC(=C3)Cl)OC. Cell line: TK-10. Synergy scores: CSS=61.8, Synergy_ZIP=-2.99, Synergy_Bliss=-0.939, Synergy_Loewe=-21.5, Synergy_HSA=0.753. (3) Drug 1: CC1=C(C(=CC=C1)Cl)NC(=O)C2=CN=C(S2)NC3=CC(=NC(=N3)C)N4CCN(CC4)CCO. Drug 2: CN(CC1=CN=C2C(=N1)C(=NC(=N2)N)N)C3=CC=C(C=C3)C(=O)NC(CCC(=O)O)C(=O)O. Cell line: RXF 393. Synergy scores: CSS=19.4, Synergy_ZIP=-7.89, Synergy_Bliss=-1.38, Synergy_Loewe=-5.06, Synergy_HSA=-0.488.